Dataset: Forward reaction prediction with 1.9M reactions from USPTO patents (1976-2016). Task: Predict the product of the given reaction. (1) Given the reactants [Cl:1][C:2]1[CH:10]=[C:9]2[C:5]([C:6]([C:12]3[N:13]=[C:14]4[C:20]([C:21](O)=[O:22])=[CH:19][N:18]([CH2:24][O:25][CH2:26][CH2:27][Si:28]([CH3:31])([CH3:30])[CH3:29])[C:15]4=[N:16][CH:17]=3)=[N:7][N:8]2[CH3:11])=[CH:4][CH:3]=1.FC(F)(F)C(O)=O.[NH2:39][C@H:40]([CH2:48][O:49][CH3:50])[C:41]([N:43]1[CH2:46][CH:45]([F:47])[CH2:44]1)=[O:42].CN(C(ON1N=NC2C=CC=NC1=2)=[N+](C)C)C.F[P-](F)(F)(F)(F)F.C(N(CC)C(C)C)(C)C, predict the reaction product. The product is: [F:47][CH:45]1[CH2:46][N:43]([C:41](=[O:42])[C@H:40]([NH:39][C:21]([C:20]2[C:14]3[C:15](=[N:16][CH:17]=[C:12]([C:6]4[C:5]5[C:9](=[CH:10][C:2]([Cl:1])=[CH:3][CH:4]=5)[N:8]([CH3:11])[N:7]=4)[N:13]=3)[N:18]([CH2:24][O:25][CH2:26][CH2:27][Si:28]([CH3:29])([CH3:31])[CH3:30])[CH:19]=2)=[O:22])[CH2:48][O:49][CH3:50])[CH2:44]1. (2) Given the reactants [CH2:1]([O:8][C:9]1[CH:10]=[C:11]([CH:14]=[CH:15][C:16]=1[O:17][CH2:18][CH3:19])[CH:12]=[O:13])[C:2]1[CH:7]=[CH:6][CH:5]=[CH:4][CH:3]=1.[H-].[Al+3].[Li+].[H-].[H-].[H-].O.O.O.O.O.O.O.O.O.O.[O-]S([O-])(=O)=O.[Na+].[Na+], predict the reaction product. The product is: [CH2:1]([O:8][C:9]1[CH:10]=[C:11]([CH:14]=[CH:15][C:16]=1[O:17][CH2:18][CH3:19])[CH2:12][OH:13])[C:2]1[CH:3]=[CH:4][CH:5]=[CH:6][CH:7]=1. (3) Given the reactants [CH3:1][S:2][C:3]1[N:4]2[CH:14]=[N:13][C:12]([S:15][CH3:16])=[C:5]2[S:6][C:7]=1[Si](C)(C)C.[F-].C([N+](CCCC)(CCCC)CCCC)CCC.C1COCC1, predict the reaction product. The product is: [CH3:1][S:2][C:3]1[N:4]2[CH:14]=[N:13][C:12]([S:15][CH3:16])=[C:5]2[S:6][CH:7]=1. (4) The product is: [F:26][C:23]([F:24])([F:25])[C:21]1[CH:20]=[CH:19][C:18]([O:27][CH2:28][C:29]2[CH:30]=[CH:31][C:32]([F:35])=[CH:33][CH:34]=2)=[C:17]([C:12]2[N:11]([C:7]3[CH:6]=[C:5]([CH:10]=[CH:9][CH:8]=3)[C:4]([OH:36])=[O:3])[C:15]([CH3:16])=[CH:14][CH:13]=2)[CH:22]=1. Given the reactants C([O:3][C:4](=[O:36])[C:5]1[CH:10]=[CH:9][CH:8]=[C:7]([N:11]2[C:15]([CH3:16])=[CH:14][CH:13]=[C:12]2[C:17]2[CH:22]=[C:21]([C:23]([F:26])([F:25])[F:24])[CH:20]=[CH:19][C:18]=2[O:27][CH2:28][C:29]2[CH:34]=[CH:33][C:32]([F:35])=[CH:31][CH:30]=2)[CH:6]=1)C.[OH-].[Na+].CCO, predict the reaction product. (5) Given the reactants [F:1][C:2]1[CH:3]=[CH:4][C:5]([N+:9]([O-])=O)=[C:6]([CH3:8])[CH:7]=1, predict the reaction product. The product is: [F:1][C:2]1[CH:3]=[CH:4][C:5]([NH2:9])=[C:6]([CH3:8])[CH:7]=1. (6) Given the reactants [CH2:1]([O:5][C:6]1[C:13]([CH3:14])=[CH:12][C:9]([CH:10]=O)=[CH:8][C:7]=1[CH3:15])[CH2:2][CH2:3][CH3:4].[Cl-].[CH3:17][O:18][CH2:19][P+](C1C=CC=CC=1)(C1C=CC=CC=1)C1C=CC=CC=1.[H-].[Na+], predict the reaction product. The product is: [CH2:1]([O:5][C:6]1[C:13]([CH3:14])=[CH:12][C:9]([CH:10]=[CH:17][O:18][CH3:19])=[CH:8][C:7]=1[CH3:15])[CH2:2][CH2:3][CH3:4].